From a dataset of NCI-60 drug combinations with 297,098 pairs across 59 cell lines. Regression. Given two drug SMILES strings and cell line genomic features, predict the synergy score measuring deviation from expected non-interaction effect. Drug 1: CN1CCC(CC1)COC2=C(C=C3C(=C2)N=CN=C3NC4=C(C=C(C=C4)Br)F)OC. Drug 2: CC(C)NC(=O)C1=CC=C(C=C1)CNNC.Cl. Cell line: SR. Synergy scores: CSS=2.61, Synergy_ZIP=-1.44, Synergy_Bliss=-2.91, Synergy_Loewe=-2.51, Synergy_HSA=-3.79.